The task is: Predict the product of the given reaction.. This data is from Forward reaction prediction with 1.9M reactions from USPTO patents (1976-2016). (1) Given the reactants [Cl:1][C:2]1[CH:7]=[CH:6][CH:5]=[CH:4][C:3]=1/[CH:8]=[N:9]/[NH:10][C:11]([NH2:13])=[NH:12].C(N(CC)CC)C.[CH3:21][O:22][C:23](Cl)=[O:24].C([O-])(O)=O.[Na+], predict the reaction product. The product is: [Cl:1][C:2]1[CH:7]=[CH:6][CH:5]=[CH:4][C:3]=1/[CH:8]=[N:9]/[NH:10][C:11]([NH:13][C:23](=[O:24])[O:22][CH3:21])=[NH:12]. (2) Given the reactants [Cl:1][C:2]1[CH:7]=[C:6]([N+:8]([O-])=O)[CH:5]=[CH:4][C:3]=1[CH2:11][N:12]1[CH2:17][CH2:16][N:15]([C:18]([O:20][C:21]([CH3:24])([CH3:23])[CH3:22])=[O:19])[C@@H:14]([CH3:25])[CH2:13]1.C(N(CC)CC)C, predict the reaction product. The product is: [NH2:8][C:6]1[CH:5]=[CH:4][C:3]([CH2:11][N:12]2[CH2:17][CH2:16][N:15]([C:18]([O:20][C:21]([CH3:23])([CH3:22])[CH3:24])=[O:19])[C@@H:14]([CH3:25])[CH2:13]2)=[C:2]([Cl:1])[CH:7]=1. (3) Given the reactants [CH3:1][C:2]([CH3:22])([CH3:21])[CH2:3][N:4]([CH2:13][C:14]1[CH:19]=[CH:18][C:17](I)=[CH:16][CH:15]=1)[C:5]1[CH:10]=[CH:9][N:8]=[C:7]([C:11]#[N:12])[N:6]=1.[CH:23]([CH:25]=[CH2:26])=[O:24].C(N(CC)CC)C.O, predict the reaction product. The product is: [CH3:1][C:2]([CH3:22])([CH3:21])[CH2:3][N:4]([CH2:13][C:14]1[CH:19]=[CH:18][C:17](/[CH:26]=[CH:25]/[CH:23]=[O:24])=[CH:16][CH:15]=1)[C:5]1[CH:10]=[CH:9][N:8]=[C:7]([C:11]#[N:12])[N:6]=1. (4) Given the reactants [CH3:1][O:2][C:3]1[CH:11]=[CH:10][C:6]([CH2:7][CH2:8][NH2:9])=[CH:5][CH:4]=1.[CH:12]1(I)[CH2:16][CH2:15][CH2:14][CH2:13]1, predict the reaction product. The product is: [CH3:1][O:2][C:3]1[CH:11]=[CH:10][C:6]([CH2:7][CH2:8][NH:9][CH:12]2[CH2:16][CH2:15][CH2:14][CH2:13]2)=[CH:5][CH:4]=1. (5) Given the reactants [CH2:1]([O:8][C:9]([NH:11][CH2:12][C@@H:13]([C:22]([OH:24])=O)[NH:14][C:15]([O:17][C:18]([CH3:21])([CH3:20])[CH3:19])=[O:16])=[O:10])[C:2]1[CH:7]=[CH:6][CH:5]=[CH:4][CH:3]=1.[CH3:25][N:26](C(ON1N=NC2C=CC=NC1=2)=[N+](C)C)C.F[P-](F)(F)(F)(F)F.CN.C(N(CC)CC)C, predict the reaction product. The product is: [C:18]([O:17][C:15]([NH:14][CH:13]([C:22]([NH:26][CH3:25])=[O:24])[CH2:12][NH:11][C:9](=[O:10])[O:8][CH2:1][C:2]1[CH:3]=[CH:4][CH:5]=[CH:6][CH:7]=1)=[O:16])([CH3:19])([CH3:20])[CH3:21]. (6) The product is: [O:26]1[C:25]2[CH:29]=[CH:30][C:22]([CH2:21][CH:10]3[CH2:11][CH2:12][CH2:13][N:8]([CH2:1][C:2]4[CH:7]=[CH:6][CH:5]=[CH:4][CH:3]=4)[C:9]3=[O:14])=[CH:23][C:24]=2[O:28][CH2:27]1. Given the reactants [CH2:1]([N:8]1[CH2:13][CH2:12][CH2:11][CH2:10][C:9]1=[O:14])[C:2]1[CH:7]=[CH:6][CH:5]=[CH:4][CH:3]=1.[Li]CCCC.Br[CH2:21][C:22]1[CH:30]=[CH:29][C:25]2[O:26][CH2:27][O:28][C:24]=2[CH:23]=1.[NH4+].[Cl-], predict the reaction product. (7) Given the reactants C([O:9][CH2:10][CH2:11][CH2:12][O:13][C:14]1[CH:19]=[CH:18][CH:17]=[C:16]([CH:20]([C:33]2[CH:38]=[CH:37][CH:36]=[CH:35][CH:34]=2)[NH:21][C:22]([O:24][C@@H:25]2[CH:30]3[CH2:31][CH2:32][N:27]([CH2:28][CH2:29]3)[CH2:26]2)=[O:23])[CH:15]=1)(=O)C1C=CC=CC=1.O.[OH-].[Li+], predict the reaction product. The product is: [N:27]12[CH2:28][CH2:29][CH:30]([CH2:31][CH2:32]1)[C@@H:25]([O:24][C:22](=[O:23])[NH:21][CH:20]([C:16]1[CH:17]=[CH:18][CH:19]=[C:14]([O:13][CH2:12][CH2:11][CH2:10][OH:9])[CH:15]=1)[C:33]1[CH:34]=[CH:35][CH:36]=[CH:37][CH:38]=1)[CH2:26]2. (8) Given the reactants [OH-].[Na+].[CH3:3][O:4][C:5](=[O:19])[C:6]1[CH:15]=[C:14]([CH2:16][O:17][CH3:18])[CH:13]=[C:8]([C:9]([O:11]C)=[O:10])[CH:7]=1, predict the reaction product. The product is: [CH3:3][O:4][C:5](=[O:19])[C:6]1[CH:15]=[C:14]([CH2:16][O:17][CH3:18])[CH:13]=[C:8]([C:9]([OH:11])=[O:10])[CH:7]=1.